This data is from Forward reaction prediction with 1.9M reactions from USPTO patents (1976-2016). The task is: Predict the product of the given reaction. (1) Given the reactants C([SiH](CC)CC)C.[CH3:8][O:9][C:10](=[O:43])[C:11]([C:13]1[C:21]2[C:16](=[CH:17][CH:18]=[CH:19][CH:20]=2)[NH:15][C:14]=1[C:22]1[CH:27]=[CH:26][C:25]([Cl:28])=[C:24]([S:29](=[O:42])(=[O:41])[NH:30][CH2:31][CH2:32][C:33]2[CH:38]=[CH:37][CH:36]=[CH:35][C:34]=2[O:39][CH3:40])[CH:23]=1)=O, predict the reaction product. The product is: [CH3:8][O:9][C:10](=[O:43])[CH2:11][C:13]1[C:21]2[C:16](=[CH:17][CH:18]=[CH:19][CH:20]=2)[NH:15][C:14]=1[C:22]1[CH:27]=[CH:26][C:25]([Cl:28])=[C:24]([S:29](=[O:41])(=[O:42])[NH:30][CH2:31][CH2:32][C:33]2[CH:38]=[CH:37][CH:36]=[CH:35][C:34]=2[O:39][CH3:40])[CH:23]=1. (2) Given the reactants Br[C:2]1[CH:3]=[C:4]([CH2:16][C@H:17]([NH:37][C:38]([N:40]2[CH2:45][CH2:44][O:43][CH2:42][CH2:41]2)=[O:39])[C:18]([NH:20][CH2:21][CH2:22][CH2:23][CH2:24][O:25][C:26]2[CH:35]=[CH:34][CH:33]=[C:32]([OH:36])[C:27]=2[C:28]([O:30][CH3:31])=[O:29])=[O:19])[CH:5]=[CH:6][C:7]=1[CH:8]1[S:12](=[O:14])(=[O:13])[NH:11][C:10](=[O:15])[CH2:9]1.[CH3:46][N:47](C=O)C, predict the reaction product. The product is: [C:46]([C:2]1[CH:3]=[C:4]([CH2:16][C@H:17]([NH:37][C:38]([N:40]2[CH2:45][CH2:44][O:43][CH2:42][CH2:41]2)=[O:39])[C:18]([NH:20][CH2:21][CH2:22][CH2:23][CH2:24][O:25][C:26]2[CH:35]=[CH:34][CH:33]=[C:32]([OH:36])[C:27]=2[C:28]([O:30][CH3:31])=[O:29])=[O:19])[CH:5]=[CH:6][C:7]=1[CH:8]1[S:12](=[O:13])(=[O:14])[NH:11][C:10](=[O:15])[CH2:9]1)#[N:47].